Dataset: Catalyst prediction with 721,799 reactions and 888 catalyst types from USPTO. Task: Predict which catalyst facilitates the given reaction. (1) Reactant: [Br:1][C:2]1[CH:7]=[CH:6][C:5]([NH:8][C:9]([C:11]2[CH:16]=[CH:15][CH:14]=[CH:13][C:12]=2[F:17])=S)=[CH:4][CH:3]=1.Cl.[NH2:19][OH:20].C(=O)(O)[O-].[Na+]. Product: [Br:1][C:2]1[CH:7]=[CH:6][C:5]([NH:8][C:9](=[N:19][OH:20])[C:11]2[CH:16]=[CH:15][CH:14]=[CH:13][C:12]=2[F:17])=[CH:4][CH:3]=1. The catalyst class is: 8. (2) Reactant: Br[C:2]1[CH:7]=[CH:6][C:5]([C:8]2[CH:13]=[CH:12][CH:11]=[CH:10][CH:9]=2)=[CH:4][CH:3]=1.CC(C)([O-])C.[Na+].[NH2:20][C:21]1[CH:26]=[CH:25][CH:24]=[C:23]([CH3:27])[CH:22]=1.C1(C)C=CC=CC=1. Product: [C:5]1([C:8]2[CH:13]=[CH:12][CH:11]=[CH:10][CH:9]=2)[CH:6]=[CH:7][C:2]([NH:20][C:21]2[CH:22]=[C:23]([CH3:27])[CH:24]=[CH:25][CH:26]=2)=[CH:3][CH:4]=1. The catalyst class is: 673.